This data is from Full USPTO retrosynthesis dataset with 1.9M reactions from patents (1976-2016). The task is: Predict the reactants needed to synthesize the given product. (1) Given the product [CH3:3][N:4]1[C@@H:20]2[CH2:21][C:9]3[CH:10]=[CH:11][C:12]([O:24][CH3:25])=[C:13]4[O:14][CH:15]5[C:16]([CH:17]=[CH:18][C@:19]2([OH:1])[C@:7]5([C:8]=34)[CH2:6][CH2:5]1)=[O:22], predict the reactants needed to synthesize it. The reactants are: [OH:1]O.[CH3:3][N:4]1[C@@H:20]2[CH2:21][C:9]3[CH:10]=[CH:11][C:12]([O:24][CH3:25])=[C:13]4[O:14][C@H:15]5[C:16]([O:22]C)=[CH:17][CH:18]=[C:19]2[C@:7]5([C:8]=34)[CH2:6][CH2:5]1.[NH4+].[OH-]. (2) The reactants are: [O:1]1[CH2:5][CH2:4][CH2:3][CH2:2]1.C([N-]C(C)C)(C)C.[Li+].[C:14]([C:16]1[S:17]C=CC=1)#[N:15].C(O)(=O)CC(CC(O)=O)(C(O)=O)O. Given the product [CH:2]([C:3]1[S:17][C:16]([C:14]#[N:15])=[CH:5][CH:4]=1)=[O:1], predict the reactants needed to synthesize it. (3) Given the product [C:1]1([C:7]2[C:11]([CH2:12][OH:13])=[C:10]([C:15]([F:17])([F:18])[F:16])[O:9][N:8]=2)[CH:2]=[CH:3][CH:4]=[CH:5][CH:6]=1, predict the reactants needed to synthesize it. The reactants are: [C:1]1([C:7]2[C:11]([C:12](O)=[O:13])=[C:10]([C:15]([F:18])([F:17])[F:16])[O:9][N:8]=2)[CH:6]=[CH:5][CH:4]=[CH:3][CH:2]=1.C(N(CC)CC)C.C(OC(Cl)=O)C.[BH4-].[Na+]. (4) Given the product [C:8]1([NH:14][C:15]([N:4]2[C:5]([CH3:7])=[CH:6][C:2]([OH:1])=[N:3]2)=[O:16])[CH:13]=[CH:12][CH:11]=[CH:10][CH:9]=1, predict the reactants needed to synthesize it. The reactants are: [OH:1][C:2]1[CH:6]=[C:5]([CH3:7])[NH:4][N:3]=1.[C:8]1([N:14]=[C:15]=[O:16])[CH:13]=[CH:12][CH:11]=[CH:10][CH:9]=1. (5) The reactants are: [F:1][C:2]([F:10])([F:9])[C:3]1([C:6](O)=[O:7])[CH2:5][CH2:4]1.Cl.Cl.[NH2:13][CH2:14][C:15]1[CH:16]=[CH:17][C:18]([Cl:29])=[C:19]([CH:28]=1)[C:20]([NH:22][C:23]1[NH:24][CH:25]=[CH:26][N:27]=1)=[O:21].CCN(C(C)C)C(C)C.C1C=CC2N(O)N=NC=2C=1.CCN=C=NCCCN(C)C. Given the product [Cl:29][C:18]1[CH:17]=[CH:16][C:15]([CH2:14][NH:13][C:6]([C:3]2([C:2]([F:10])([F:9])[F:1])[CH2:5][CH2:4]2)=[O:7])=[CH:28][C:19]=1[C:20]([NH:22][C:23]1[NH:27][CH:26]=[CH:25][N:24]=1)=[O:21], predict the reactants needed to synthesize it. (6) Given the product [F:36][C:37]([F:42])([F:41])[C:38]([OH:40])=[O:39].[CH3:9][C:7]([S:10][C:11]1[S:12][CH:13]=[C:14]([CH2:16][CH2:17][NH:18][C:19]2[N:20]=[CH:21][C:22]([C:27]3[CH:32]=[CH:31][CH:30]=[CH:29][CH:28]=3)=[CH:23][N:24]=2)[N:15]=1)([CH3:8])[C:6]([OH:5])=[O:26], predict the reactants needed to synthesize it. The reactants are: C([O:5][C:6](=[O:26])[C:7]([S:10][C:11]1[S:12][CH:13]=[C:14]([CH2:16][CH2:17][NH:18][C:19]2[N:24]=[CH:23][C:22](Br)=[CH:21][N:20]=2)[N:15]=1)([CH3:9])[CH3:8])(C)(C)C.[C:27]1(B(O)O)[CH:32]=[CH:31][CH:30]=[CH:29][CH:28]=1.[F:36][C:37]([F:42])([F:41])[C:38]([OH:40])=[O:39]. (7) Given the product [OH:38][CH2:39][CH2:40][N:41]([CH2:42][CH2:43][OH:44])[CH2:2][CH2:3][CH2:4][O:5][C:6]1[CH:7]=[CH:8][C:9]2[N:13]=[CH:12][N:11]([C:14]3[S:15][C:16]([C:26]([NH2:28])=[O:27])=[C:17]([C:19]4[CH:24]=[CH:23][CH:22]=[C:21]([Cl:25])[CH:20]=4)[N:18]=3)[C:10]=2[CH:29]=1, predict the reactants needed to synthesize it. The reactants are: Cl[CH2:2][CH2:3][CH2:4][O:5][C:6]1[CH:7]=[CH:8][C:9]2[N:13]=[CH:12][N:11]([C:14]3[S:15][C:16]([C:26]([NH2:28])=[O:27])=[C:17]([C:19]4[CH:24]=[CH:23][CH:22]=[C:21]([Cl:25])[CH:20]=4)[N:18]=3)[C:10]=2[CH:29]=1.C(=O)([O-])[O-].[K+].[K+].[I-].[K+].[OH:38][CH2:39][CH2:40][NH:41][CH2:42][CH2:43][OH:44].